From a dataset of Forward reaction prediction with 1.9M reactions from USPTO patents (1976-2016). Predict the product of the given reaction. Given the reactants [NH2:1][C@H:2]([C:5]1[N:14]([C:15]2[CH:20]=[CH:19][CH:18]=[C:17]([O:21][CH2:22][C:23]([F:26])([F:25])[F:24])[CH:16]=2)[C:13](=[O:27])[C:12]2[C:7](=[CH:8][CH:9]=[CH:10][C:11]=2[F:28])[N:6]=1)[CH2:3][CH3:4].Cl[C:30]1[CH:35]=[CH:34][N:33]=[C:32]2[NH:36][CH:37]=[N:38][C:31]=12.C(N(C(C)C)CC)(C)C, predict the reaction product. The product is: [N:38]1[C:31]2[C:32](=[N:33][CH:34]=[CH:35][C:30]=2[NH:1][C@H:2]([C:5]2[N:14]([C:15]3[CH:20]=[CH:19][CH:18]=[C:17]([O:21][CH2:22][C:23]([F:26])([F:24])[F:25])[CH:16]=3)[C:13](=[O:27])[C:12]3[C:7](=[CH:8][CH:9]=[CH:10][C:11]=3[F:28])[N:6]=2)[CH2:3][CH3:4])[NH:36][CH:37]=1.